Dataset: Catalyst prediction with 721,799 reactions and 888 catalyst types from USPTO. Task: Predict which catalyst facilitates the given reaction. (1) Reactant: C[O:2][CH:3]=[C:4]1[CH2:9][CH2:8][O:7][C:6]([CH3:11])([CH3:10])[CH2:5]1.O.C1(C)C=CC(S(O)(=O)=O)=CC=1. Product: [CH3:10][C:6]1([CH3:11])[CH2:5][CH:4]([CH:3]=[O:2])[CH2:9][CH2:8][O:7]1. The catalyst class is: 1. (2) Reactant: [CH2:1]([N:8]1[C:12](=[O:13])[C:11](=[C:14]2[N:22]([CH3:23])[C:21]3[CH2:20][CH2:19][NH:18][CH2:17][C:16]=3[S:15]2)[S:10][C:9]1=[N:24][C:25]1[CH:26]=[C:27]([CH:30]=[CH:31][C:32]=1[NH:33][CH2:34][CH3:35])[C:28]#[N:29])[C:2]1[CH:7]=[CH:6][CH:5]=[CH:4][CH:3]=1.[CH3:36][N:37]([CH2:39][C:40](Cl)=[O:41])[CH3:38]. Product: [CH2:1]([N:8]1[C:12](=[O:13])[C:11](=[C:14]2[N:22]([CH3:23])[C:21]3[CH2:20][CH2:19][N:18]([C:40](=[O:41])[CH2:39][N:37]([CH3:38])[CH3:36])[CH2:17][C:16]=3[S:15]2)[S:10][C:9]1=[N:24][C:25]1[CH:26]=[C:27]([CH:30]=[CH:31][C:32]=1[NH:33][CH2:34][CH3:35])[C:28]#[N:29])[C:2]1[CH:7]=[CH:6][CH:5]=[CH:4][CH:3]=1. The catalyst class is: 22. (3) Reactant: [Br:1][C:2]1[CH:7]=[CH:6][C:5]([CH:8]([C:11]2[CH:16]=[CH:15][CH:14]=[CH:13][CH:12]=2)[CH:9]=[O:10])=[CH:4][CH:3]=1.CC(C)=[O:19].OS(O)(=O)=O.O=[Cr](=O)=O.C(O)(C)C. Product: [Br:1][C:2]1[CH:3]=[CH:4][C:5]([CH:8]([C:11]2[CH:12]=[CH:13][CH:14]=[CH:15][CH:16]=2)[C:9]([OH:19])=[O:10])=[CH:6][CH:7]=1. The catalyst class is: 21. (4) Reactant: [OH:1][N:2]=[C:3]([C:5]1[CH:10]=[CH:9][C:8]([C:11]2([C:18]3[CH:23]=[CH:22][C:21]([O:24][CH2:25][C:26]4[CH:31]=[CH:30][CH:29]=[CH:28][N:27]=4)=[CH:20][CH:19]=3)[CH2:16][CH:15]3[CH2:17][CH:12]2[CH2:13][CH2:14]3)=[CH:7][CH:6]=1)[NH2:4].[C:32]([O:35][CH2:36][C:37](O)=O)(=[O:34])[CH3:33].C(Cl)CCl.C1C=CC2N(O)N=NC=2C=1. Product: [C:32]([O:35][CH2:36][C:37]1[O:1][N:2]=[C:3]([C:5]2[CH:10]=[CH:9][C:8]([C:11]3([C:18]4[CH:23]=[CH:22][C:21]([O:24][CH2:25][C:26]5[CH:31]=[CH:30][CH:29]=[CH:28][N:27]=5)=[CH:20][CH:19]=4)[CH2:16][CH:15]4[CH2:17][CH:12]3[CH2:13][CH2:14]4)=[CH:7][CH:6]=2)[N:4]=1)(=[O:34])[CH3:33]. The catalyst class is: 2. (5) Reactant: [O:1]=[C:2]1[NH:11][C:10]2[N:9]=[CH:8][CH:7]=[C:6]([O:12][C:13]3[CH:19]=[CH:18][C:16]([NH2:17])=[CH:15][CH:14]=3)[C:5]=2[CH:4]=[CH:3]1.[F:20][C:21]1[CH:26]=[CH:25][C:24]([N:27]=[C:28]=[O:29])=[CH:23][CH:22]=1.CN(C)C=O. Product: [F:20][C:21]1[CH:26]=[CH:25][C:24]([NH:27][C:28]([NH:17][C:16]2[CH:15]=[CH:14][C:13]([O:12][C:6]3[C:5]4[CH:4]=[CH:3][C:2](=[O:1])[NH:11][C:10]=4[N:9]=[CH:8][CH:7]=3)=[CH:19][CH:18]=2)=[O:29])=[CH:23][CH:22]=1. The catalyst class is: 6. (6) Reactant: [C:1]([O:4][CH2:5][C@@H:6]1[C@@H:11]([O:12][C:13](=[O:15])[CH3:14])[C@H:10]([O:16][C:17](=[O:19])[CH3:18])[C@@:9]([O:21][C:22](=[O:24])[CH3:23])([CH3:20])[C@@H:8]([O:25][C:26]2[CH:31]=[CH:30][C:29](/[CH:32]=[CH:33]/[C:34]3[CH:39]=[CH:38][C:37]([O:40][C@@H:41]4[C@:46]([O:48][C:49](=[O:51])[CH3:50])([CH3:47])[C@@H:45]([O:52][C:53](=[O:55])[CH3:54])[C@H:44]([O:56][C:57](=[O:59])[CH3:58])[C@@H:43]([CH2:60][O:61][C:62](=[O:64])[CH3:63])[O:42]4)=[C:36]([CH3:65])[CH:35]=3)=[CH:28][C:27]=2[CH3:66])[O:7]1)(=[O:3])[CH3:2].[N+](=[CH2:69])=[N-]. Product: [C:62]([O:61][CH2:60][C@@H:43]1[C@@H:44]([O:56][C:57](=[O:59])[CH3:58])[C@H:45]([O:52][C:53](=[O:55])[CH3:54])[C@@:46]([O:48][C:49](=[O:51])[CH3:50])([CH3:47])[C@@H:41]([O:40][C:37]2[CH:38]=[CH:39][C:34]([CH:33]3[CH2:69][CH:32]3[C:29]3[CH:30]=[CH:31][C:26]([O:25][C@@H:8]4[C@:9]([O:21][C:22](=[O:24])[CH3:23])([CH3:20])[C@@H:10]([O:16][C:17](=[O:19])[CH3:18])[C@H:11]([O:12][C:13](=[O:15])[CH3:14])[C@@H:6]([CH2:5][O:4][C:1](=[O:3])[CH3:2])[O:7]4)=[C:27]([CH3:66])[CH:28]=3)=[CH:35][C:36]=2[CH3:65])[O:42]1)(=[O:64])[CH3:63]. The catalyst class is: 318.